From a dataset of Peptide-MHC class II binding affinity with 134,281 pairs from IEDB. Regression. Given a peptide amino acid sequence and an MHC pseudo amino acid sequence, predict their binding affinity value. This is MHC class II binding data. (1) The peptide sequence is AVMLTFDNAGMWNVR. The MHC is DRB1_1101 with pseudo-sequence DRB1_1101. The binding affinity (normalized) is 0.161. (2) The MHC is DRB1_0404 with pseudo-sequence DRB1_0404. The peptide sequence is EEFVSLASRFLVEED. The binding affinity (normalized) is 0.354. (3) The peptide sequence is LLAAADELVGGPPVE. The MHC is DRB4_0101 with pseudo-sequence DRB4_0103. The binding affinity (normalized) is 0.122. (4) The peptide sequence is GRKRPIVRILRRVHH. The MHC is DRB1_0401 with pseudo-sequence DRB1_0401. The binding affinity (normalized) is 0.343. (5) The peptide sequence is PKLEFGSLIVNPSLN. The MHC is DRB1_0901 with pseudo-sequence DRB1_0901. The binding affinity (normalized) is 0.664.